Dataset: Peptide-MHC class I binding affinity with 185,985 pairs from IEDB/IMGT. Task: Regression. Given a peptide amino acid sequence and an MHC pseudo amino acid sequence, predict their binding affinity value. This is MHC class I binding data. (1) The peptide sequence is YLGSWATGK. The MHC is HLA-A31:01 with pseudo-sequence HLA-A31:01. The binding affinity (normalized) is 0.299. (2) The peptide sequence is AYCLSTGCVV. The MHC is Patr-A0901 with pseudo-sequence Patr-A0901. The binding affinity (normalized) is 0.313.